This data is from Forward reaction prediction with 1.9M reactions from USPTO patents (1976-2016). The task is: Predict the product of the given reaction. (1) Given the reactants [C:1]1([C@@H:7]([N@:9]2[CH2:11][CH:10]2[CH2:12][OH:13])[CH3:8])[CH:6]=[CH:5][CH:4]=[CH:3][CH:2]=1.CS(C)=O.C(Cl)(=O)C(Cl)=O.CCN(C(C)C)C(C)C, predict the reaction product. The product is: [C:1]1([C@@H:7]([N@:9]2[CH2:11][CH:10]2[CH:12]=[O:13])[CH3:8])[CH:2]=[CH:3][CH:4]=[CH:5][CH:6]=1. (2) Given the reactants [C:1]([C@H:5]1[CH2:10][CH2:9][C@H:8]([O:11][C:12]2[CH:17]=[CH:16][C:15]([C:18]3[CH:23]=[CH:22][CH:21]=[C:20]([CH:24]=O)[CH:19]=3)=[CH:14][CH:13]=2)[CH2:7][CH2:6]1)([CH3:4])([CH3:3])[CH3:2].[NH2:26][CH2:27][CH2:28][C:29]([OH:31])=[O:30].CO.C([BH3-])#N.[Na+].C(O)(=O)C, predict the reaction product. The product is: [C:1]([C@H:5]1[CH2:6][CH2:7][C@H:8]([O:11][C:12]2[CH:13]=[CH:14][C:15]([C:18]3[CH:23]=[CH:22][CH:21]=[C:20]([CH2:24][NH:26][CH2:27][CH2:28][C:29]([OH:31])=[O:30])[CH:19]=3)=[CH:16][CH:17]=2)[CH2:9][CH2:10]1)([CH3:4])([CH3:3])[CH3:2]. (3) Given the reactants [NH2:1][CH2:2][C:3]1[CH:4]=[C:5]([C:9]2([C:22]#[N:23])[CH2:14][CH2:13][N:12]([C:15]([O:17][C:18]([CH3:21])([CH3:20])[CH3:19])=[O:16])[CH2:11][CH2:10]2)[CH:6]=[CH:7][CH:8]=1.[C:24](=[O:27])([O-])[O-:25].[Na+].[Na+], predict the reaction product. The product is: [CH2:2]([O:25][C:24]([NH:1][CH2:2][C:3]1[CH:4]=[C:5]([C:9]2([C:22]#[N:23])[CH2:10][CH2:11][N:12]([C:15]([O:17][C:18]([CH3:19])([CH3:20])[CH3:21])=[O:16])[CH2:13][CH2:14]2)[CH:6]=[CH:7][CH:8]=1)=[O:27])[C:3]1[CH:4]=[CH:5][CH:6]=[CH:7][CH:8]=1. (4) Given the reactants [C:1]1([S:7][C:8]2[CH:16]=[CH:15][C:11]([C:12]([OH:14])=[O:13])=[CH:10][CH:9]=2)[CH:6]=[CH:5][CH:4]=[CH:3][CH:2]=1.[Br-].[Br-].[Br-].C1([N+](C)(C)C)C=CC=CC=1.C1([N+](C)(C)C)C=CC=CC=1.C1([N+](C)(C)C)C=CC=CC=1.[OH2:50], predict the reaction product. The product is: [C:1]1([S:7]([C:8]2[CH:16]=[CH:15][C:11]([C:12]([OH:14])=[O:13])=[CH:10][CH:9]=2)=[O:50])[CH:2]=[CH:3][CH:4]=[CH:5][CH:6]=1.